From a dataset of CYP2C9 inhibition data for predicting drug metabolism from PubChem BioAssay. Regression/Classification. Given a drug SMILES string, predict its absorption, distribution, metabolism, or excretion properties. Task type varies by dataset: regression for continuous measurements (e.g., permeability, clearance, half-life) or binary classification for categorical outcomes (e.g., BBB penetration, CYP inhibition). Dataset: cyp2c9_veith. (1) The molecule is Cn1nc(C(F)(F)F)c2cc(-c3nnc(C(C)(C)C)o3)sc21. The result is 0 (non-inhibitor). (2) The molecule is O=C(O)c1ccc(SSc2ccc(C(=O)O)cn2)nc1. The result is 1 (inhibitor).